Predict the reaction yield, written as a fraction of the theoretical maximum amount of product (1.0 means a 100% yield; for example, 0.34 means a 34% yield). From a dataset of Reaction yield outcomes from USPTO patents with 853,638 reactions. (1) The reactants are [Cl:1][C:2]1[CH:7]=[CH:6][CH:5]=[CH:4][C:3]=1[CH2:8][C:9]#[N:10].[CH3:11][Si]([N-][Si](C)(C)C)(C)C.[Na+].CC1[IH]C=CC=1. No catalyst specified. The product is [Cl:1][C:2]1[CH:7]=[CH:6][CH:5]=[CH:4][C:3]=1[CH:8]([CH3:11])[C:9]#[N:10]. The yield is 0.870. (2) The reactants are [Br:1][CH2:2][CH2:3][OH:4].N1C=CN=C1.[Si:10](Cl)([C:13]([CH3:16])([CH3:15])[CH3:14])([CH3:12])[CH3:11].O. The catalyst is CN(C=O)C.C(OCC)C. The product is [Si:10]([O:4][CH2:3][CH2:2][Br:1])([C:13]([CH3:16])([CH3:15])[CH3:14])([CH3:12])[CH3:11]. The yield is 0.970. (3) The reactants are C1(C)C=CC=CC=1.[CH3:8][Si:9]([CH3:17])([CH3:16])[C:10]#[C:11][C:12](=[O:15])[CH:13]=[CH2:14].CO.Cl. The catalyst is C1COCC1.C(OCC)C. The product is [CH3:8][Si:9]([CH3:17])([CH3:16])[C:10]#[C:11][C@H:12]([OH:15])[CH:13]=[CH2:14]. The yield is 1.00.